From a dataset of Forward reaction prediction with 1.9M reactions from USPTO patents (1976-2016). Predict the product of the given reaction. (1) Given the reactants C(OC(=O)[NH:7][CH:8]1[CH2:12][CH2:11][N:10]([CH2:13][C:14]2[CH:19]=[CH:18][C:17]([F:20])=[CH:16][CH:15]=2)[CH2:9]1)(C)(C)C.[ClH:22], predict the reaction product. The product is: [ClH:22].[ClH:22].[F:20][C:17]1[CH:16]=[CH:15][C:14]([CH2:13][N:10]2[CH2:11][CH2:12][C@@H:8]([NH2:7])[CH2:9]2)=[CH:19][CH:18]=1. (2) Given the reactants [C:1]1([C@@H:7]([N:9]2[C@@H:14]([C:15]([O:17]CC)=[O:16])[C@H:13]3[CH2:20][C@@H:10]2[CH2:11][CH2:12]3)[CH3:8])[CH:6]=[CH:5][CH:4]=[CH:3][CH:2]=1.CO.[OH-].[Na+], predict the reaction product. The product is: [C:1]1([C@@H:7]([N:9]2[C@@H:14]([C:15]([OH:17])=[O:16])[C@H:13]3[CH2:20][C@@H:10]2[CH2:11][CH2:12]3)[CH3:8])[CH:6]=[CH:5][CH:4]=[CH:3][CH:2]=1. (3) Given the reactants [CH3:1][C:2]1[CH:7]=[C:6]([CH3:8])[CH:5]=[C:4]([CH3:9])[C:3]=1[OH:10].[H-].[Na+].[CH3:13][C:14]1[N:19]=[C:18](Cl)[C:17]([CH3:21])=[C:16]([Cl:22])[N:15]=1, predict the reaction product. The product is: [Cl:22][C:16]1[C:17]([CH3:21])=[C:18]([O:10][C:3]2[C:4]([CH3:9])=[CH:5][C:6]([CH3:8])=[CH:7][C:2]=2[CH3:1])[N:19]=[C:14]([CH3:13])[N:15]=1.